This data is from NCI-60 drug combinations with 297,098 pairs across 59 cell lines. The task is: Regression. Given two drug SMILES strings and cell line genomic features, predict the synergy score measuring deviation from expected non-interaction effect. (1) Drug 1: CN(C)C1=NC(=NC(=N1)N(C)C)N(C)C. Drug 2: C1CN1P(=S)(N2CC2)N3CC3. Cell line: NCIH23. Synergy scores: CSS=22.9, Synergy_ZIP=-3.59, Synergy_Bliss=-0.902, Synergy_Loewe=-25.3, Synergy_HSA=-1.23. (2) Drug 1: CC1C(C(=O)NC(C(=O)N2CCCC2C(=O)N(CC(=O)N(C(C(=O)O1)C(C)C)C)C)C(C)C)NC(=O)C3=C4C(=C(C=C3)C)OC5=C(C(=O)C(=C(C5=N4)C(=O)NC6C(OC(=O)C(N(C(=O)CN(C(=O)C7CCCN7C(=O)C(NC6=O)C(C)C)C)C)C(C)C)C)N)C. Drug 2: C1=CC=C(C=C1)NC(=O)CCCCCCC(=O)NO. Cell line: HT29. Synergy scores: CSS=1.63, Synergy_ZIP=-2.12, Synergy_Bliss=13.5, Synergy_Loewe=-0.0191, Synergy_HSA=3.28. (3) Drug 1: CC1C(C(CC(O1)OC2CC(CC3=C2C(=C4C(=C3O)C(=O)C5=C(C4=O)C(=CC=C5)OC)O)(C(=O)CO)O)N)O.Cl. Drug 2: CCN(CC)CCCC(C)NC1=C2C=C(C=CC2=NC3=C1C=CC(=C3)Cl)OC. Cell line: OVCAR-4. Synergy scores: CSS=8.74, Synergy_ZIP=-2.45, Synergy_Bliss=-2.19, Synergy_Loewe=-0.506, Synergy_HSA=-0.134. (4) Cell line: MALME-3M. Synergy scores: CSS=-3.24, Synergy_ZIP=1.30, Synergy_Bliss=-2.55, Synergy_Loewe=-8.91, Synergy_HSA=-6.89. Drug 2: C1=CN(C=N1)CC(O)(P(=O)(O)O)P(=O)(O)O. Drug 1: CC1=CC2C(CCC3(C2CCC3(C(=O)C)OC(=O)C)C)C4(C1=CC(=O)CC4)C. (5) Drug 1: CC1=C(C=C(C=C1)NC2=NC=CC(=N2)N(C)C3=CC4=NN(C(=C4C=C3)C)C)S(=O)(=O)N.Cl. Drug 2: C1=NC2=C(N=C(N=C2N1C3C(C(C(O3)CO)O)O)F)N. Cell line: SF-295. Synergy scores: CSS=2.43, Synergy_ZIP=-0.824, Synergy_Bliss=-1.50, Synergy_Loewe=-1.81, Synergy_HSA=-1.55. (6) Drug 1: CC1C(C(CC(O1)OC2CC(CC3=C2C(=C4C(=C3O)C(=O)C5=C(C4=O)C(=CC=C5)OC)O)(C(=O)CO)O)N)O.Cl. Drug 2: CCC1(CC2CC(C3=C(CCN(C2)C1)C4=CC=CC=C4N3)(C5=C(C=C6C(=C5)C78CCN9C7C(C=CC9)(C(C(C8N6C)(C(=O)OC)O)OC(=O)C)CC)OC)C(=O)OC)O.OS(=O)(=O)O. Cell line: MDA-MB-435. Synergy scores: CSS=9.89, Synergy_ZIP=-4.25, Synergy_Bliss=3.26, Synergy_Loewe=-1.48, Synergy_HSA=0.408. (7) Drug 1: COC1=C(C=C2C(=C1)N=CN=C2NC3=CC(=C(C=C3)F)Cl)OCCCN4CCOCC4. Drug 2: C1=CC(=CC=C1CC(C(=O)O)N)N(CCCl)CCCl.Cl. Cell line: HT29. Synergy scores: CSS=30.4, Synergy_ZIP=-11.3, Synergy_Bliss=0.164, Synergy_Loewe=-3.72, Synergy_HSA=-1.32.